This data is from Forward reaction prediction with 1.9M reactions from USPTO patents (1976-2016). The task is: Predict the product of the given reaction. (1) The product is: [F:33][C:2]([F:1])([F:32])[C:3]1([CH2:7][N:9]2[CH2:14][CH2:13][CH:12]([CH2:15][O:16][C:17]3[CH:18]=[CH:19][C:20]([C:23]4[CH:24]=[CH:25][C:26]([CH:29]([OH:31])[CH3:30])=[CH:27][CH:28]=4)=[N:21][CH:22]=3)[CH2:11][CH2:10]2)[CH2:6][CH2:5][CH2:4]1. Given the reactants [F:1][C:2]([F:33])([F:32])[C:3]1([C:7]([N:9]2[CH2:14][CH2:13][CH:12]([CH2:15][O:16][C:17]3[CH:18]=[CH:19][C:20]([C:23]4[CH:28]=[CH:27][C:26]([C:29](=[O:31])[CH3:30])=[CH:25][CH:24]=4)=[N:21][CH:22]=3)[CH2:11][CH2:10]2)=O)[CH2:6][CH2:5][CH2:4]1.[H-].[H-].[H-].[H-].[Li+].[Al+3].O, predict the reaction product. (2) Given the reactants [NH2:1][C:2]1[C:7]([C:8]#[N:9])=[C:6]([C:10]2[CH:15]=[CH:14][C:13]([O:16][CH:17]3[CH2:21][CH2:20][O:19][CH2:18]3)=[CH:12][CH:11]=2)[C:5]([C:22]#[N:23])=[C:4]([SH:24])[N:3]=1.Cl[CH2:26][C:27]1[N:28]=[C:29]([C:32]2[CH:37]=[CH:36][C:35]([Cl:38])=[CH:34][CH:33]=2)[S:30][CH:31]=1.C(=O)(O)[O-].[Na+], predict the reaction product. The product is: [NH2:1][C:2]1[C:7]([C:8]#[N:9])=[C:6]([C:10]2[CH:15]=[CH:14][C:13]([O:16][CH:17]3[CH2:21][CH2:20][O:19][CH2:18]3)=[CH:12][CH:11]=2)[C:5]([C:22]#[N:23])=[C:4]([S:24][CH2:26][C:27]2[N:28]=[C:29]([C:32]3[CH:37]=[CH:36][C:35]([Cl:38])=[CH:34][CH:33]=3)[S:30][CH:31]=2)[N:3]=1. (3) Given the reactants [I:1][C:2]1[CH:3]=[C:4]2[C:8](=[CH:9][CH:10]=1)[NH:7][CH:6]=[C:5]2[C@H:11]1[CH2:15][CH2:14][CH2:13][C@@H:12]1[CH:16]=O.[CH3:18][NH:19][CH3:20].C(O)(=O)C.[BH-](OC(C)=O)(OC(C)=O)OC(C)=O.[Na+], predict the reaction product. The product is: [I:1][C:2]1[CH:3]=[C:4]2[C:8](=[CH:9][CH:10]=1)[NH:7][CH:6]=[C:5]2[C@@H:11]1[CH2:15][CH2:14][CH2:13][C@H:12]1[CH2:16][N:19]([CH3:20])[CH3:18]. (4) Given the reactants [F:1][C:2]1[CH:7]=[C:6]([O:8][CH2:9][CH2:10][C@@H:11]2[CH2:13][C@@H:12]2[CH:14]2[CH2:19][CH2:18][N:17]([C:20]3[O:24][N:23]=[C:22]([CH2:25][O:26][CH3:27])[N:21]=3)[CH2:16][CH2:15]2)[CH:5]=[CH:4][C:3]=1[CH2:28][C:29](O)=[O:30].[NH:32]1[CH2:35][CH2:34][CH2:33]1.C(N(CC)C(C)C)(C)C.CN(C(ON1N=NC2C=CC=NC1=2)=[N+](C)C)C.F[P-](F)(F)(F)(F)F, predict the reaction product. The product is: [N:32]1([C:29](=[O:30])[CH2:28][C:3]2[CH:4]=[CH:5][C:6]([O:8][CH2:9][CH2:10][C@@H:11]3[CH2:13][C@@H:12]3[CH:14]3[CH2:19][CH2:18][N:17]([C:20]4[O:24][N:23]=[C:22]([CH2:25][O:26][CH3:27])[N:21]=4)[CH2:16][CH2:15]3)=[CH:7][C:2]=2[F:1])[CH2:35][CH2:34][CH2:33]1. (5) Given the reactants [Br:1][C:2]1[CH:3]=[C:4]2[C:10]([C:11]([OH:13])=[O:12])=[N:9][NH:8][C:5]2=[N:6][CH:7]=1.OS(O)(=O)=O.[CH3:19]O, predict the reaction product. The product is: [Br:1][C:2]1[CH:3]=[C:4]2[C:10]([C:11]([O:13][CH3:19])=[O:12])=[N:9][NH:8][C:5]2=[N:6][CH:7]=1. (6) Given the reactants BrBr.C1(P(C2C=CC=CC=2)C2C=CC=CC=2)C=CC=CC=1.C(N(CC)CC)C.[Cl:29][C:30]1[CH:34]=[CH:33][N:32]([NH:35][C:36](=O)[CH2:37][N:38]2[CH:46]=[N:45][C:44]3[C:39]2=[N:40][CH:41]=[N:42][C:43]=3[NH:47][C:48](=[O:54])[O:49][C:50]([CH3:53])([CH3:52])[CH3:51])[C:31]=1[C:56]([NH:58][C@@H:59]([C:61]1[CH:66]=[CH:65][CH:64]=[CH:63][CH:62]=1)[CH3:60])=[O:57].N, predict the reaction product. The product is: [Cl:29][C:30]1[CH:34]=[CH:33][N:32]2[C:31]=1[C:56](=[O:57])[N:58]([C@@H:59]([C:61]1[CH:66]=[CH:65][CH:64]=[CH:63][CH:62]=1)[CH3:60])[C:36]([CH2:37][N:38]1[CH:46]=[N:45][C:44]3[C:39]1=[N:40][CH:41]=[N:42][C:43]=3[NH:47][C:48](=[O:54])[O:49][C:50]([CH3:53])([CH3:52])[CH3:51])=[N:35]2. (7) Given the reactants [CH3:1][S:2]([C:5]1[CH:10]=[CH:9][C:8]([NH:11][C:12](=[O:18])[O:13][C:14]([CH3:17])([CH3:16])[CH3:15])=[CH:7][CH:6]=1)(=[NH:4])=[O:3].[Br:19][C:20]1[CH:21]=[N:22][CH:23]=[C:24]([CH:28]=1)[C:25](O)=[O:26], predict the reaction product. The product is: [Br:19][C:20]1[CH:28]=[C:24]([C:25]([N:4]=[S:2]([C:5]2[CH:6]=[CH:7][C:8]([NH:11][C:12](=[O:18])[O:13][C:14]([CH3:15])([CH3:17])[CH3:16])=[CH:9][CH:10]=2)([CH3:1])=[O:3])=[O:26])[CH:23]=[N:22][CH:21]=1.